This data is from Forward reaction prediction with 1.9M reactions from USPTO patents (1976-2016). The task is: Predict the product of the given reaction. (1) The product is: [CH:26]1([NH:32][C:33](=[O:34])[NH:1][C:2]2[CH:3]=[CH:4][C:5]([C:8]3[CH:16]=[C:15]4[C:11]([CH2:12][N:13]([C@@H:18]([CH:23]([CH3:25])[CH3:24])[C:19]([O:21][CH3:22])=[O:20])[C:14]4=[O:17])=[CH:10][CH:9]=3)=[CH:6][CH:7]=2)[CH2:31][CH2:30][CH2:29][CH2:28][CH2:27]1. Given the reactants [NH2:1][C:2]1[CH:7]=[CH:6][C:5]([C:8]2[CH:16]=[C:15]3[C:11]([CH2:12][N:13]([C@@H:18]([CH:23]([CH3:25])[CH3:24])[C:19]([O:21][CH3:22])=[O:20])[C:14]3=[O:17])=[CH:10][CH:9]=2)=[CH:4][CH:3]=1.[CH:26]1([N:32]=[C:33]=[O:34])[CH2:31][CH2:30][CH2:29][CH2:28][CH2:27]1, predict the reaction product. (2) The product is: [F:17][CH:18]([F:21])[CH2:19][O:4][C:8]1[N:9]=[CH:10][C:11]([C:14]([OH:16])=[O:15])=[N:12][CH:13]=1. Given the reactants CC(C)([O-:4])C.[K+].Cl[C:8]1[N:9]=[CH:10][C:11]([C:14]([OH:16])=[O:15])=[N:12][CH:13]=1.[F:17][C:18]([F:21])(O)[CH3:19], predict the reaction product.